This data is from Drug-target binding data from BindingDB using Kd measurements. The task is: Regression. Given a target protein amino acid sequence and a drug SMILES string, predict the binding affinity score between them. We predict pKd (pKd = -log10(Kd in M); higher means stronger binding). Dataset: bindingdb_kd. (1) The small molecule is O=C(c1ccccc1)N(O)CCC(c1ccc(Cl)c(Cl)c1)P(=O)(O)O. The target protein (P9WNS1) has sequence MTNSTDGRADGRLRVVVLGSTGSIGTQALQVIADNPDRFEVVGLAAGGAHLDTLLRQRAQTGVTNIAVADEHAAQRVGDIPYHGSDAATRLVEQTEADVVLNALVGALGLRPTLAALKTGARLALANKESLVAGGSLVLRAARPGQIVPVDSEHSALAQCLRGGTPDEVAKLVLTASGGPFRGWSAADLEHVTPEQAGAHPTWSMGPMNTLNSASLVNKGLEVIETHLLFGIPYDRIDVVVHPQSIIHSMVTFIDGSTIAQASPPDMKLPISLALGWPRRVSGAAAACDFHTASSWEFEPLDTDVFPAVELARQAGVAGGCMTAVYNAANEEAAAAFLAGRIGFPAIVGIIADVLHAADQWAVEPATVDDVLDAQRWARERAQRAVSGMASVAIASTAKPGAAGRHASTLERS. The pKd is 6.7. (2) The compound is Cc1cncc(-c2ccc(N[C@@H]3CCNC[C@H]3OCC3CCS(=O)(=O)CC3)c3[nH]c(=O)c(C)cc23)c1. The target protein (Q12830) has sequence MRGRRGRPPKQPAAPAAERCAPAPPPPPPPPTSGPIGGLRSRHRGSSRGRWAAAQAEVAPKTRLSSPRGGSSSRRKPPPPPPAPPSTSAPGRGGRGGGGGRTGGGGGGGHLARTTAARRAVNKVVYDDHESEEEEEEEDMVSEEEEEEDGDAEETQDSEDDEEDEMEEDDDDSDYPEEMEDDDDDASYCTESSFRSHSTYSSTPGRRKPRVHRPRSPILEEKDIPPLEFPKSSEDLMVPNEHIMNVIAIYEVLRNFGTVLRLSPFRFEDFCAALVSQEQCTLMAEMHVVLLKAVLREEDTSNTTFGPADLKDSVNSTLYFIDGMTWPEVLRVYCESDKEYHHVLPYQEAEDYPYGPVENKIKVLQFLVDQFLTTNIAREELMSEGVIQYDDHCRVCHKLGDLLCCETCSAVYHLECVKPPLEEVPEDEWQCEVCVAHKVPGVTDCVAEIQKNKPYIRHEPIGYDRSRRKYWFLNRRLIIEEDTENENEKKIWYYSTKVQL.... The pKd is 4.0. (3) The small molecule is CCCCc1nc2ccccc2n1Cc1ccc(-c2ccccc2C(=O)O)cc1. The target protein (P25095) has sequence MALNSSAEDGIKRIQDDCPKAGRHSYIFVMIPTLYSIIFVVGIFGNSLVVIVIYFYMKLKTVASVFLLNLALADLCFLLTLPLWAVYTAMEYRWPFGNHLCKIASASVSFNLYASVFLLTCLSIDRYLAIVHPMKSRLRRTMLVAKVTCIIIWLMAGLASLPAVIHRNVYFIENTNITVCAFHYESRNSTLPIGLGLTKNILGFLFPFLIILTSYTLIWKALKKAYEIQKNKPRNDDIFRIIMAIVLFFFFSWVPHQIFTFLDVLIQLGVIHDCKISDIVDTAMPITICIAYFNNCLNPLFYGFLGKKFKKYFLQLLKYIPPKAKSHSSLSTKMSTLSYRPSDNMSSSAKKPASCFEVE. The pKd is 8.5. (4) The compound is Cn1cc(C2=C(c3cn(C4CCN(Cc5ccccn5)CC4)c4ccccc34)C(=O)NC2=O)c2ccccc21. The target protein (P29322) has sequence MAPARGRLPPALWVVTAAAAAATCVSAARGEVNLLDTSTIHGDWGWLTYPAHGWDSINEVDESFQPIHTYQVCNVMSPNQNNWLRTSWVPRDGARRVYAEIKFTLRDCNSMPGVLGTCKETFNLYYLESDRDLGASTQESQFLKIDTIAADESFTGADLGVRRLKLNTEVRSVGPLSKRGFYLAFQDIGACLAILSLRIYYKKCPAMVRNLAAFSEAVTGADSSSLVEVRGQCVRHSEERDTPKMYCSAEGEWLVPIGKCVCSAGYEERRDACVACELGFYKSAPGDQLCARCPPHSHSAAPAAQACHCDLSYYRAALDPPSSACTRPPSAPVNLISSVNGTSVTLEWAPPLDPGGRSDITYNAVCRRCPWALSRCEACGSGTRFVPQQTSLVQASLLVANLLAHMNYSFWIEAVNGVSDLSPEPRRAAVVNITTNQAAPSQVVVIRQERAGQTSVSLLWQEPEQPNGIILEYEIKYYEKDKEMQSYSTLKAVTTRATVS.... The pKd is 5.0. (5) The compound is CSc1cccc(Nc2ncc3cc(-c4c(Cl)cccc4Cl)c(=O)n(C)c3n2)c1. The target protein (Q13976) has sequence MSELEEDFAKILMLKEERIKELEKRLSEKEEEIQELKRKLHKCQSVLPVPSTHIGPRTTRAQGISAEPQTYRSFHDLRQAFRKFTKSERSKDLIKEAILDNDFMKNLELSQIQEIVDCMYPVEYGKDSCIIKEGDVGSLVYVMEDGKVEVTKEGVKLCTMGPGKVFGELAILYNCTRTATVKTLVNVKLWAIDRQCFQTIMMRTGLIKHTEYMEFLKSVPTFQSLPEEILSKLADVLEETHYENGEYIIRQGARGDTFFIISKGTVNVTREDSPSEDPVFLRTLGKGDWFGEKALQGEDVRTANVIAAEAVTCLVIDRDSFKHLIGGLDDVSNKAYEDAEAKAKYEAEAAFFANLKLSDFNIIDTLGVGGFGRVELVQLKSEESKTFAMKILKKRHIVDTRQQEHIRSEKQIMQGAHSDFIVRLYRTFKDSKYLYMLMEACLGGELWTILRDRGSFEDSTTRFYTACVVEAFAYLHSKGIIYRDLKPENLILDHRGYAKL.... The pKd is 5.0.